Dataset: Forward reaction prediction with 1.9M reactions from USPTO patents (1976-2016). Task: Predict the product of the given reaction. (1) Given the reactants [CH3:1][CH2:2][OH:3].[F:4][C:5]([F:12])([F:11])[C:6]([F:10])=[C:7]([F:9])[F:8], predict the reaction product. The product is: [F:8][C:7]([F:9])([CH:6]([F:10])[C:5]([F:12])([F:11])[F:4])[CH:2]([OH:3])[CH3:1]. (2) Given the reactants [OH:1][N:2]1[C:7]([CH3:9])([CH3:8])[CH2:6][CH:5]([OH:10])[CH2:4][C:3]1([CH3:12])[CH3:11].[S:13](=[O:17])(=[O:16])([OH:15])[OH:14], predict the reaction product. The product is: [S:13]([O-:17])([O-:16])(=[O:15])=[O:14].[OH:1][NH+:2]1[C:7]([CH3:8])([CH3:9])[CH2:6][CH:5]([OH:10])[CH2:4][C:3]1([CH3:12])[CH3:11].[OH:1][NH+:2]1[C:7]([CH3:8])([CH3:9])[CH2:6][CH:5]([OH:10])[CH2:4][C:3]1([CH3:12])[CH3:11]. (3) The product is: [C:40]([C:36]1[CH:35]=[C:34]([C@@H:9]2[C@@H:10]([OH:27])[C@@H:11]([OH:20])[C@H:12]([OH:13])[C@@H:7]([CH2:6][OH:5])[O:8]2)[CH:39]=[CH:38][CH:37]=1)#[CH:41]. Given the reactants CC(C)(C)C([O:5][CH2:6][C@@H:7]1[C@@H:12]([O:13]C(=O)C(C)(C)C)[C@H:11]([O:20]C(=O)C(C)(C)C)[C@H:10]([O:27]C(=O)C(C)(C)C)[C@@H:9]([C:34]2[CH:39]=[CH:38][CH:37]=[C:36]([C:40]#[C:41][Si](C)(C)C)[CH:35]=2)[O:8]1)=O.C[O-], predict the reaction product. (4) Given the reactants [Cl:1][C:2]1[CH:7]=[CH:6][CH:5]=[C:4]([Cl:8])[C:3]=1[C:9]1[NH:13][C:12](=[O:14])[N:11]([C:15]2[CH:24]=[CH:23][C:18]([C:19](OC)=[O:20])=[C:17]([O:25][CH3:26])[CH:16]=2)[N:10]=1.[NH2:27][C:28]1[CH:29]=[C:30]([CH:38]=[CH:39][C:40]=1[Cl:41])[CH2:31][NH:32][C:33]([CH:35]1[CH2:37][CH2:36]1)=[O:34].C[Al](C)C, predict the reaction product. The product is: [Cl:41][C:40]1[CH:39]=[CH:38][C:30]([CH2:31][NH:32][C:33]([CH:35]2[CH2:36][CH2:37]2)=[O:34])=[CH:29][C:28]=1[NH:27][C:19](=[O:20])[C:18]1[CH:23]=[CH:24][C:15]([N:11]2[C:12](=[O:14])[NH:13][C:9]([C:3]3[C:4]([Cl:8])=[CH:5][CH:6]=[CH:7][C:2]=3[Cl:1])=[N:10]2)=[CH:16][C:17]=1[O:25][CH3:26].